This data is from Full USPTO retrosynthesis dataset with 1.9M reactions from patents (1976-2016). The task is: Predict the reactants needed to synthesize the given product. (1) Given the product [N:34]1([CH2:30][C:28]2[C:27]([CH3:32])=[N:26][N:25]([C:23]3[CH:22]=[CH:21][N:20]=[C:19]([NH:18][C:4]4[C:3]([O:2][CH3:1])=[CH:8][C:7]([N:9]5[CH2:10][CH2:11][O:12][CH2:13][CH2:14]5)=[C:6]([NH:15][C:3](=[O:2])[CH:4]=[CH2:5])[CH:5]=4)[N:24]=3)[CH:29]=2)[CH2:37][CH2:36][CH2:35]1, predict the reactants needed to synthesize it. The reactants are: [CH3:1][O:2][C:3]1[CH:8]=[C:7]([N:9]2[CH2:14][CH2:13][O:12][CH2:11][CH2:10]2)[C:6]([N+:15]([O-])=O)=[CH:5][C:4]=1[NH:18][C:19]1[N:24]=[C:23]([N:25]2[CH:29]=[C:28]([CH:30]=O)[C:27]([CH3:32])=[N:26]2)[CH:22]=[CH:21][N:20]=1.Cl.[NH:34]1[CH2:37][CH2:36][CH2:35]1. (2) Given the product [Cl:12][C:10]([O:7][CH2:6][C:5]1[CH:8]=[CH:9][C:2]([Cl:1])=[CH:3][CH:4]=1)=[O:11], predict the reactants needed to synthesize it. The reactants are: [Cl:1][C:2]1[CH:9]=[CH:8][C:5]([CH2:6][OH:7])=[CH:4][CH:3]=1.[C:10](Cl)([Cl:12])=[O:11]. (3) The reactants are: [CH2:1]([O:8][C:9]1[CH:19]=[CH:18][C:12]([O:13][CH2:14][C@@H:15]2[CH2:17][O:16]2)=[CH:11][C:10]=1[S:20]([CH2:22][CH2:23][CH2:24][CH3:25])=[O:21])[C:2]1[CH:7]=[CH:6][CH:5]=[CH:4][CH:3]=1.C(S(CCCC)=O)CCC.S(C1C=CC([N+]([O-])=O)=CC=1)(OC[C@H]1OC1)(=O)=O.Cl.[NH2:54][C@H:55]1[CH2:60][CH2:59][C@H:58]([C:61]2[CH:75]=[CH:74][C:64]([O:65][C:66]([CH3:73])([CH3:72])[C:67]([O:69][CH2:70][CH3:71])=[O:68])=[CH:63][CH:62]=2)[CH2:57][CH2:56]1. Given the product [CH2:1]([O:8][C:9]1[CH:19]=[CH:18][C:12]([O:13][CH2:14][C@@H:15]([OH:16])[CH2:17][NH:54][C@H:55]2[CH2:60][CH2:59][C@H:58]([C:61]3[CH:62]=[CH:63][C:64]([O:65][C:66]([CH3:72])([CH3:73])[C:67]([O:69][CH2:70][CH3:71])=[O:68])=[CH:74][CH:75]=3)[CH2:57][CH2:56]2)=[CH:11][C:10]=1[S:20]([CH2:22][CH2:23][CH2:24][CH3:25])=[O:21])[C:2]1[CH:7]=[CH:6][CH:5]=[CH:4][CH:3]=1, predict the reactants needed to synthesize it.